Dataset: CYP2C9 inhibition data for predicting drug metabolism from PubChem BioAssay. Task: Regression/Classification. Given a drug SMILES string, predict its absorption, distribution, metabolism, or excretion properties. Task type varies by dataset: regression for continuous measurements (e.g., permeability, clearance, half-life) or binary classification for categorical outcomes (e.g., BBB penetration, CYP inhibition). Dataset: cyp2c9_veith. The compound is CNC(=S)N1N=C(c2ccc(OC)cc2)CC1c1ccc(N(C)C)cc1. The result is 1 (inhibitor).